Dataset: Full USPTO retrosynthesis dataset with 1.9M reactions from patents (1976-2016). Task: Predict the reactants needed to synthesize the given product. (1) Given the product [F:1][C:2]1[C:7]([OH:8])=[CH:6][CH:5]=[C:4]([N+:10]([O-:12])=[O:11])[C:3]=1[CH2:13][C:14](=[O:16])[CH3:15], predict the reactants needed to synthesize it. The reactants are: [F:1][C:2]1[C:7]([O:8]C)=[CH:6][CH:5]=[C:4]([N+:10]([O-:12])=[O:11])[C:3]=1[CH2:13][C:14](=[O:16])[CH3:15].[Cl-].[NH+]1C=CC=CC=1. (2) The reactants are: F[C:2]1(F)[C:10]2[C:5](=[CH:6][CH:7]=[CH:8][C:9]=2[CH:11](O)[C:12](F)(F)F)N[C:3]1=[O:17].[F:19][C:20]1([F:37])[C:28]2[C:23](=[CH:24][CH:25]=[C:26]([F:35])[C:27]=2[CH:29]([OH:34])[C:30]([F:33])([F:32])[F:31])[NH:22][C:21]1=[O:36]. Given the product [F:37][C:20]1([F:19])[C:28]2[C:23](=[CH:24][CH:25]=[C:26]([F:35])[C:27]=2[CH:29]([O:34][C@:8]23[CH2:7][CH2:6][CH2:5][C@@:10]2([CH2:9][CH:11]=[CH2:12])[CH2:2][CH2:3][O:17]3)[C:30]([F:33])([F:32])[F:31])[NH:22][C:21]1=[O:36], predict the reactants needed to synthesize it. (3) Given the product [CH3:3][N:2]([CH2:4][CH:5]1[C:10]([OH:19])([C:11]2[CH:16]=[C:15]([O:17][CH3:18])[CH:14]=[CH:13][CH:12]=2)[CH2:9][CH2:8][CH2:7][CH2:6]1)[CH3:1].[ClH:34], predict the reactants needed to synthesize it. The reactants are: [CH3:1][N:2]([CH2:4][CH:5]1[C:10]([OH:19])([C:11]2[CH:16]=[C:15]([O:17][CH3:18])[CH:14]=[CH:13][CH:12]=2)[CH2:9][CH2:8][CH2:7][CH2:6]1)[CH3:3].C([O-])(=O)C1C(=CC=CC=1)O.O.[OH-].[K+].C(Cl)[Cl:34].